From a dataset of Catalyst prediction with 721,799 reactions and 888 catalyst types from USPTO. Predict which catalyst facilitates the given reaction. (1) Reactant: C(NC(C)C)(C)C.[Cl-].[Cl-].[CH2:10]([N:17]1[CH2:22][CH2:21][CH:20]([NH:23][CH2:24][C:25]2[CH:30]=[CH:29][CH:28]=[CH:27][C:26]=2[NH3+:31])[CH2:19][CH2:18]1)[C:11]1[CH:16]=[CH:15][CH:14]=[CH:13][CH:12]=1.[CH2:10]([N:17]1[CH2:18][CH2:19][CH:20]([NH:23][CH2:24][C:25]2[CH:30]=[CH:29][CH:28]=[CH:27][C:26]=2[NH3+:31])[CH2:21][CH2:22]1)[C:11]1[CH:12]=[CH:13][CH:14]=[CH:15][CH:16]=1.C1C[O:57][CH2:56]C1. Product: [CH2:10]([N:17]1[CH2:18][CH2:19][CH:20]([N:23]2[CH2:24][C:25]3[C:26](=[CH:27][CH:28]=[CH:29][CH:30]=3)[NH:31][C:56]2=[O:57])[CH2:21][CH2:22]1)[C:11]1[CH:12]=[CH:13][CH:14]=[CH:15][CH:16]=1. The catalyst class is: 3. (2) Reactant: [CH3:1][C:2]1[C:3]([C:7]([O:9][CH3:10])=[O:8])=[CH:4][S:5][CH:6]=1.C1C(=O)N([I:18])C(=O)C1.CCOC(C)=O. Product: [I:18][C:6]1[S:5][CH:4]=[C:3]([C:7]([O:9][CH3:10])=[O:8])[C:2]=1[CH3:1]. The catalyst class is: 3. (3) Reactant: [Cl:1][C:2]1[C:11]2[C:6](=[CH:7][CH:8]=[CH:9][CH:10]=2)[C:5]([O:12][CH2:13][C:14]2[N:19]=[C:18]([CH2:20][OH:21])[CH:17]=[CH:16][CH:15]=2)=[N:4][N:3]=1.C(N(CC)CC)C.[CH3:29][S:30](Cl)(=[O:32])=[O:31]. Product: [CH3:29][S:30]([O:21][CH2:20][C:18]1[CH:17]=[CH:16][CH:15]=[C:14]([CH2:13][O:12][C:5]2[C:6]3[C:11](=[CH:10][CH:9]=[CH:8][CH:7]=3)[C:2]([Cl:1])=[N:3][N:4]=2)[N:19]=1)(=[O:32])=[O:31]. The catalyst class is: 2. (4) Reactant: [F:1][C:2]([F:43])([F:42])[C:3]1[CH:4]=[C:5]([CH:39]=[CH:40][CH:41]=1)[CH2:6][NH:7][C:8](=[O:38])[C:9]1[CH:14]=[CH:13][N:12]=[C:11]([C:15]2[CH:20]=[C:19]([N:21]3[CH2:26][CH2:25][CH2:24][CH2:23][CH2:22]3)[CH:18]=[CH:17][C:16]=2[NH:27][C:28](=[O:37])[C:29]2[CH:34]=[CH:33][CH:32]=[C:31]([CH2:35]Br)[CH:30]=2)[CH:10]=1.C(=O)([O-])[O-].[K+].[K+].[I-].[K+].[NH:52]1[CH2:56][CH2:55][C@H:54]([NH:57][C:58](=[O:60])[CH3:59])[CH2:53]1. Product: [C:58]([NH:57][C@H:54]1[CH2:55][CH2:56][N:52]([CH2:35][C:31]2[CH:30]=[C:29]([CH:34]=[CH:33][CH:32]=2)[C:28]([NH:27][C:16]2[CH:17]=[CH:18][C:19]([N:21]3[CH2:26][CH2:25][CH2:24][CH2:23][CH2:22]3)=[CH:20][C:15]=2[C:11]2[CH:10]=[C:9]([CH:14]=[CH:13][N:12]=2)[C:8]([NH:7][CH2:6][C:5]2[CH:39]=[CH:40][CH:41]=[C:3]([C:2]([F:43])([F:42])[F:1])[CH:4]=2)=[O:38])=[O:37])[CH2:53]1)(=[O:60])[CH3:59]. The catalyst class is: 35. (5) Reactant: Cl[C:2]1[CH:7]=[CH:6][N:5]=[C:4]([NH:8][CH2:9][C:10]2[O:14][N:13]=[C:12]([CH3:15])[CH:11]=2)[N:3]=1.[CH3:16][O:17][C:18]1[CH:22]=[C:21]([NH2:23])[NH:20][N:19]=1. Product: [CH3:16][O:17][C:18]1[CH:22]=[C:21]([NH:23][C:2]2[CH:7]=[CH:6][N:5]=[C:4]([NH:8][CH2:9][C:10]3[O:14][N:13]=[C:12]([CH3:15])[CH:11]=3)[N:3]=2)[NH:20][N:19]=1. The catalyst class is: 8. (6) Reactant: [N:1]1([CH2:6][CH2:7][CH2:8][NH:9][C:10]([C:12]2[CH:21]=[CH:20][C:19]3[C:14](=[C:15](Br)[CH:16]=[N:17][CH:18]=3)[N:13]=2)=[O:11])[CH:5]=[CH:4][N:3]=[CH:2]1.[N:23]1[CH:28]=[CH:27][C:26](B(O)O)=[CH:25][CH:24]=1.C(=O)([O-])[O-].[Cs+].[Cs+]. Product: [N:1]1([CH2:6][CH2:7][CH2:8][NH:9][C:10]([C:12]2[CH:21]=[CH:20][C:19]3[C:14](=[C:15]([C:26]4[CH:27]=[CH:28][N:23]=[CH:24][CH:25]=4)[CH:16]=[N:17][CH:18]=3)[N:13]=2)=[O:11])[CH:5]=[CH:4][N:3]=[CH:2]1. The catalyst class is: 688. (7) Reactant: [F:1][C:2]1[CH:3]=[C:4]([C:8]2[N:9]=[CH:10][C:11]3[C:17]([OH:18])=[C:16]([C:19]([NH:21][CH2:22][C:23]([O:25]C(C)(C)C)=[O:24])=[O:20])[C:15](=[O:30])[N:14]([CH3:31])[C:12]=3[N:13]=2)[CH:5]=[CH:6][CH:7]=1.ClC1N=CC2C(O)=C(C(NCC(OC(C)(C)C)=O)=O)C(=O)N(C)C=2N=1.FC1C=C(B(O)O)C=CC=1.C([O-])([O-])=O.[Na+].[Na+]. Product: [F:1][C:2]1[CH:3]=[C:4]([C:8]2[N:9]=[CH:10][C:11]3[C:17]([OH:18])=[C:16]([C:19]([NH:21][CH2:22][C:23]([OH:25])=[O:24])=[O:20])[C:15](=[O:30])[N:14]([CH3:31])[C:12]=3[N:13]=2)[CH:5]=[CH:6][CH:7]=1. The catalyst class is: 117. (8) Reactant: [Li]CCCC.C(NC(C)C)(C)C.C(N(CC)[C:16](=[O:27])[C:17]1[CH:22]=[CH:21][C:20]([O:23][CH3:24])=[CH:19][C:18]=1[S:25][CH3:26])C. Product: [CH3:24][O:23][C:20]1[CH:21]=[CH:22][C:17]2[C:16](=[O:27])[CH2:26][S:25][C:18]=2[CH:19]=1. The catalyst class is: 1.